Dataset: Forward reaction prediction with 1.9M reactions from USPTO patents (1976-2016). Task: Predict the product of the given reaction. (1) Given the reactants Cl[C:2]1[C:7]2=[CH:8][N:9]([C:11]3[C:16]([Cl:17])=[CH:15][CH:14]=[CH:13][C:12]=3[Cl:18])[N:10]=[C:6]2[CH:5]=[CH:4][N:3]=1.[NH2:19][C:20]1[N:25]=[CH:24][N:23]=[C:22]([CH:26]([OH:28])[CH3:27])[CH:21]=1.CC1(C)C2C(=C(P(C3C=CC=CC=3)C3C=CC=CC=3)C=CC=2)OC2C(P(C3C=CC=CC=3)C3C=CC=CC=3)=CC=CC1=2.C(=O)([O-])[O-].[Cs+].[Cs+], predict the reaction product. The product is: [Cl:18][C:12]1[CH:13]=[CH:14][CH:15]=[C:16]([Cl:17])[C:11]=1[N:9]1[CH:8]=[C:7]2[C:2]([NH:19][C:20]3[N:25]=[CH:24][N:23]=[C:22]([CH:26]([OH:28])[CH3:27])[CH:21]=3)=[N:3][CH:4]=[CH:5][C:6]2=[N:10]1. (2) The product is: [Br:13][C:14]1[CH:19]=[CH:18][N:17]=[C:16]2[N:20]([S:23]([C:26]3[CH:31]=[CH:30][CH:29]=[CH:28][CH:27]=3)(=[O:25])=[O:24])[C:21]([Si:33]([CH3:36])([CH3:35])[CH3:34])=[CH:22][C:15]=12. Given the reactants C(NC(C)C)(C)C.[Li]CCCC.[Br:13][C:14]1[CH:19]=[CH:18][N:17]=[C:16]2[N:20]([S:23]([C:26]3[CH:31]=[CH:30][CH:29]=[CH:28][CH:27]=3)(=[O:25])=[O:24])[CH:21]=[CH:22][C:15]=12.Cl[Si:33]([CH3:36])([CH3:35])[CH3:34], predict the reaction product. (3) Given the reactants [NH2:1][C:2]1[CH:18]=[CH:17][C:5]2[N:6]([CH2:15][CH3:16])[C:7](=[O:14])[CH:8]([N:11]([CH3:13])[CH3:12])[CH2:9][CH2:10][C:4]=2[C:3]=1[O:19][CH3:20].Cl[C:22]1[N:27]=[C:26]([NH:28][C:29]2[CH:34]=[CH:33][CH:32]=[CH:31][C:30]=2[N:35]2[CH:39]=[CH:38][CH:37]=[N:36]2)[C:25]([Cl:40])=[CH:24][N:23]=1, predict the reaction product. The product is: [Cl:40][C:25]1[C:26]([NH:28][C:29]2[CH:34]=[CH:33][CH:32]=[CH:31][C:30]=2[N:35]2[CH:39]=[CH:38][CH:37]=[N:36]2)=[N:27][C:22]([NH:1][C:2]2[CH:18]=[CH:17][C:5]3[N:6]([CH2:15][CH3:16])[C:7](=[O:14])[CH:8]([N:11]([CH3:12])[CH3:13])[CH2:9][CH2:10][C:4]=3[C:3]=2[O:19][CH3:20])=[N:23][CH:24]=1.